This data is from Full USPTO retrosynthesis dataset with 1.9M reactions from patents (1976-2016). The task is: Predict the reactants needed to synthesize the given product. (1) The reactants are: Br[C:2]1[CH:7]=[CH:6][N:5]=[C:4]([Cl:8])[CH:3]=1.[CH3:9][Si:10]([C:13]#[CH:14])([CH3:12])[CH3:11]. Given the product [Cl:8][C:4]1[CH:3]=[C:2]([C:14]#[C:13][Si:10]([CH3:12])([CH3:11])[CH3:9])[CH:7]=[CH:6][N:5]=1, predict the reactants needed to synthesize it. (2) Given the product [CH3:42][O:41][CH2:40][CH2:39][O:38][C:36](=[O:37])[NH:1][C:2]1[CH:3]=[CH:4][C:5]([C:8]2[NH:12][C:11]([C@H:13]3[N:21]4[C:16](=[CH:17][C:18]([C:23]5[CH:28]=[C:27]([Cl:29])[CH:26]=[CH:25][C:24]=5[N:30]5[CH:34]=[N:33][N:32]=[N:31]5)=[CH:19][C:20]4=[O:22])[CH2:15][CH2:14]3)=[CH:10][CH:9]=2)=[CH:6][CH:7]=1, predict the reactants needed to synthesize it. The reactants are: [NH2:1][C:2]1[CH:7]=[CH:6][C:5]([C:8]2[NH:12][C:11]([C@H:13]3[N:21]4[C:16](=[CH:17][C:18]([C:23]5[CH:28]=[C:27]([Cl:29])[CH:26]=[CH:25][C:24]=5[N:30]5[CH:34]=[N:33][N:32]=[N:31]5)=[CH:19][C:20]4=[O:22])[CH2:15][CH2:14]3)=[CH:10][CH:9]=2)=[CH:4][CH:3]=1.Cl[C:36]([O:38][CH2:39][CH2:40][O:41][CH3:42])=[O:37].